Dataset: Catalyst prediction with 721,799 reactions and 888 catalyst types from USPTO. Task: Predict which catalyst facilitates the given reaction. (1) Reactant: [C:1]([O:5][C:6]([N:8]1[CH2:12][CH2:11][CH2:10][C@H:9]1[CH2:13][C:14]([OH:16])=O)=[O:7])([CH3:4])([CH3:3])[CH3:2].CN(C(ON1N=NC2C=CC=NC1=2)=[N+](C)C)C.F[P-](F)(F)(F)(F)F.C(N(CC)CC)C.[F:48][C:49]1[CH:50]=[C:51]([C@@H:56]([CH:68]2[CH2:73][CH2:72][N:71]([S:74]([CH3:77])(=[O:76])=[O:75])[CH2:70][CH2:69]2)[CH2:57][CH2:58][N:59]2[CH2:64][CH2:63][CH:62]([NH:65][CH2:66][CH3:67])[CH2:61][CH2:60]2)[CH:52]=[C:53]([F:55])[CH:54]=1. Product: [F:55][C:53]1[CH:52]=[C:51]([C@@H:56]([CH:68]2[CH2:73][CH2:72][N:71]([S:74]([CH3:77])(=[O:75])=[O:76])[CH2:70][CH2:69]2)[CH2:57][CH2:58][N:59]2[CH2:64][CH2:63][CH:62]([N:65]([CH2:66][CH3:67])[C:14](=[O:16])[CH2:13][C@@H:9]3[CH2:10][CH2:11][CH2:12][N:8]3[C:6]([O:5][C:1]([CH3:2])([CH3:3])[CH3:4])=[O:7])[CH2:61][CH2:60]2)[CH:50]=[C:49]([F:48])[CH:54]=1. The catalyst class is: 3. (2) Reactant: [CH2:1]([O:3][C:4](=[O:15])[CH:5]([CH2:11][CH:12]([CH3:14])[CH3:13])[C:6]([O:8][CH2:9][CH3:10])=[O:7])[CH3:2].[H-].[Na+].[F:18][C:19]1[CH:24]=[C:23]([N+:25]([O-:27])=[O:26])[C:22]([F:28])=[CH:21][C:20]=1F. Product: [CH2:1]([O:3][C:4](=[O:15])[C:5]([C:20]1[CH:21]=[C:22]([F:28])[C:23]([N+:25]([O-:27])=[O:26])=[CH:24][C:19]=1[F:18])([CH2:11][CH:12]([CH3:13])[CH3:14])[C:6]([O:8][CH2:9][CH3:10])=[O:7])[CH3:2]. The catalyst class is: 3. (3) Reactant: [F:1][C:2]1[N:10]=[C:9]2[C:5]([N:6]=[C:7]([CH2:11][C:12]3[C:20]([I:21])=[CH:19][C:15]4[O:16][CH2:17][O:18][C:14]=4[CH:13]=3)[NH:8]2)=[C:4]([NH2:22])[N:3]=1.S([O:33][CH2:34][CH2:35][CH2:36][CH2:37][CH2:38][CH2:39][CH2:40][CH2:41]O)(C1C=CC(C)=CC=1)(=O)=O.C([O-])([O-])=O.[Cs+].[Cs+]. The catalyst class is: 3. Product: [NH2:22][C:4]1[N:3]=[C:2]([F:1])[N:10]=[C:9]2[C:5]=1[N:6]=[C:7]([CH2:11][C:12]1[C:20]([I:21])=[CH:19][C:15]3[O:16][CH2:17][O:18][C:14]=3[CH:13]=1)[N:8]2[CH2:41][CH2:40][CH2:39][CH2:38][CH2:37][CH2:36][CH2:35][CH2:34][OH:33]. (4) Reactant: [NH:1]1[C:9]2[C:4](=[CH:5][C:6]([C:10]3[CH:15]=[C:14]([C:16]4[S:17][C:18]5[C:24]([C:25]6[CH:30]=[CH:29][C:28]([Cl:31])=[CH:27][CH:26]=6)=[C:23]([C@H:32]([O:38][C:39]([CH3:42])([CH3:41])[CH3:40])[C:33]([O:35][CH2:36][CH3:37])=[O:34])[C:22]([CH3:43])=[CH:21][C:19]=5[N:20]=4)[CH:13]=[CH:12][N:11]=3)=[CH:7][CH:8]=2)[CH:3]=[N:2]1.C([O-])([O-])=O.[Cs+].[Cs+].[C:50]([N:57]1[CH2:60][CH:59](I)[CH2:58]1)([O:52][C:53]([CH3:56])([CH3:55])[CH3:54])=[O:51]. Product: [C:39]([O:38][C@@H:32]([C:23]1[C:22]([CH3:43])=[CH:21][C:19]2[N:20]=[C:16]([C:14]3[CH:13]=[CH:12][N:11]=[C:10]([C:6]4[CH:5]=[C:4]5[C:9](=[CH:8][CH:7]=4)[N:1]([CH:59]4[CH2:58][N:57]([C:50]([O:52][C:53]([CH3:56])([CH3:55])[CH3:54])=[O:51])[CH2:60]4)[N:2]=[CH:3]5)[CH:15]=3)[S:17][C:18]=2[C:24]=1[C:25]1[CH:26]=[CH:27][C:28]([Cl:31])=[CH:29][CH:30]=1)[C:33]([O:35][CH2:36][CH3:37])=[O:34])([CH3:42])([CH3:41])[CH3:40]. The catalyst class is: 3.